This data is from NCI-60 drug combinations with 297,098 pairs across 59 cell lines. The task is: Regression. Given two drug SMILES strings and cell line genomic features, predict the synergy score measuring deviation from expected non-interaction effect. (1) Drug 1: C1=CC(=CC=C1C#N)C(C2=CC=C(C=C2)C#N)N3C=NC=N3. Drug 2: C1=CC=C(C=C1)NC(=O)CCCCCCC(=O)NO. Cell line: OVCAR3. Synergy scores: CSS=2.90, Synergy_ZIP=4.94, Synergy_Bliss=14.1, Synergy_Loewe=-5.14, Synergy_HSA=-3.46. (2) Drug 1: CCC1=C2CN3C(=CC4=C(C3=O)COC(=O)C4(CC)O)C2=NC5=C1C=C(C=C5)O. Drug 2: CNC(=O)C1=NC=CC(=C1)OC2=CC=C(C=C2)NC(=O)NC3=CC(=C(C=C3)Cl)C(F)(F)F. Cell line: PC-3. Synergy scores: CSS=4.75, Synergy_ZIP=-3.47, Synergy_Bliss=-0.494, Synergy_Loewe=-6.51, Synergy_HSA=-0.188. (3) Drug 1: C1CC(=O)NC(=O)C1N2CC3=C(C2=O)C=CC=C3N. Drug 2: C1CN1P(=S)(N2CC2)N3CC3. Cell line: HCT-15. Synergy scores: CSS=21.5, Synergy_ZIP=-2.55, Synergy_Bliss=5.18, Synergy_Loewe=6.18, Synergy_HSA=6.20. (4) Drug 1: CN(C)C1=NC(=NC(=N1)N(C)C)N(C)C. Drug 2: C1CN(P(=O)(OC1)NCCCl)CCCl. Cell line: HT29. Synergy scores: CSS=-2.43, Synergy_ZIP=3.89, Synergy_Bliss=4.04, Synergy_Loewe=-2.64, Synergy_HSA=-2.18.